From a dataset of Forward reaction prediction with 1.9M reactions from USPTO patents (1976-2016). Predict the product of the given reaction. (1) Given the reactants [CH2:1]([O:8][C:9]([NH:11]/[C:12](=[CH:17]\[C:18]1S[CH:20]=[CH:21][CH:22]=1)/[C:13]([O:15][CH3:16])=[O:14])=[O:10])[C:2]1[CH:7]=[CH:6][CH:5]=[CH:4][CH:3]=1.C1C=C(C=O)[O:25]C=1, predict the reaction product. The product is: [CH2:1]([O:8][C:9]([NH:11]/[C:12](=[CH:17]\[C:18]1[O:25][CH:20]=[CH:21][CH:22]=1)/[C:13]([O:15][CH3:16])=[O:14])=[O:10])[C:2]1[CH:7]=[CH:6][CH:5]=[CH:4][CH:3]=1. (2) Given the reactants Br[C:2]1[C:7]([CH3:8])=[CH:6][C:5]([Br:9])=[CH:4][N:3]=1.[Li]CCCC.CN([CH:18]=[O:19])C, predict the reaction product. The product is: [Br:9][C:5]1[CH:6]=[C:7]([CH3:8])[C:2]([CH:18]=[O:19])=[N:3][CH:4]=1. (3) Given the reactants Cl.[N:2]1([C:8]2[N:13]=[CH:12][C:11]([NH:14][C:15]([C:17]3[N:18]=[C:19]([C:26]4[CH:31]=[CH:30][CH:29]=[CH:28][CH:27]=4)[O:20][C:21]=3[C:22]([F:25])([F:24])[F:23])=[O:16])=[CH:10][CH:9]=2)[CH2:7][CH2:6][NH:5][CH2:4][CH2:3]1.C(N(CC)CC)C.[CH:39]([O:42][C:43](Cl)=[O:44])([CH3:41])[CH3:40], predict the reaction product. The product is: [CH:39]([O:42][C:43]([N:5]1[CH2:6][CH2:7][N:2]([C:8]2[CH:9]=[CH:10][C:11]([NH:14][C:15]([C:17]3[N:18]=[C:19]([C:26]4[CH:31]=[CH:30][CH:29]=[CH:28][CH:27]=4)[O:20][C:21]=3[C:22]([F:24])([F:25])[F:23])=[O:16])=[CH:12][N:13]=2)[CH2:3][CH2:4]1)=[O:44])([CH3:41])[CH3:40]. (4) Given the reactants IC.[Br:3][C:4]1[CH:9]=[CH:8][C:7]([C:10]2[N:11]([CH2:16][C@@H:17]3[CH2:21][CH2:20][N:19]([C:22]([CH:24]4[CH2:26][CH2:25]4)=[O:23])[CH2:18]3)[C:12](=[O:15])[NH:13][N:14]=2)=[CH:6][CH:5]=1.[C:27]([O-])([O-])=O.[K+].[K+], predict the reaction product. The product is: [Br:3][C:4]1[CH:5]=[CH:6][C:7]([C:10]2[N:11]([CH2:16][C@@H:17]3[CH2:21][CH2:20][N:19]([C:22]([CH:24]4[CH2:26][CH2:25]4)=[O:23])[CH2:18]3)[C:12](=[O:15])[N:13]([CH3:27])[N:14]=2)=[CH:8][CH:9]=1. (5) Given the reactants Br[C:2]1[CH:7]=[CH:6][CH:5]=[CH:4][C:3]=1[Br:8].[CH3:9][N:10]1[CH2:15][CH2:14][NH:13][CH2:12][CH2:11]1, predict the reaction product. The product is: [Br:8][C:3]1[CH:4]=[CH:5][CH:6]=[CH:7][C:2]=1[N:13]1[CH2:14][CH2:15][N:10]([CH3:9])[CH2:11][CH2:12]1.